This data is from hERG Central: cardiac toxicity at 1µM, 10µM, and general inhibition. The task is: Predict hERG channel inhibition at various concentrations. (1) The molecule is COc1ccc(-n2c(SCCNCCO)nc3sc4c(c3c2=O)CCCC4)cc1. Results: hERG_inhib (hERG inhibition (general)): blocker. (2) The molecule is Cc1cccc(NC(=O)[C@H](NC(=O)[C@@H]2Cc3ccccc3CN2)c2ccccc2)c1. Results: hERG_inhib (hERG inhibition (general)): blocker. (3) The molecule is Cc1nonc1OCCNc1ccc([N+](=O)[O-])cc1[N+](=O)[O-]. Results: hERG_inhib (hERG inhibition (general)): blocker. (4) The drug is Cc1cc(NCCCn2ccnc2)n2nc(C)c(-c3ccccc3)c2n1. Results: hERG_inhib (hERG inhibition (general)): blocker. (5) The compound is CN1CCN(c2ccc(NC(=O)c3ccc(-c4ccccc4F)o3)cc2)CC1. Results: hERG_inhib (hERG inhibition (general)): blocker. (6) The compound is Cc1cc(C(=O)N2CCN(c3ccc([N+](=O)[O-])cc3)CC2)no1. Results: hERG_inhib (hERG inhibition (general)): blocker. (7) The drug is COc1ccc(NC(=O)c2cccc(Cn3cc(Br)c([N+](=O)[O-])n3)c2)c(C)c1. Results: hERG_inhib (hERG inhibition (general)): blocker. (8) The molecule is Cc1cccc(-n2c(SCC(=O)NC3CCCC3)nnc2-c2ccoc2C)c1. Results: hERG_inhib (hERG inhibition (general)): blocker.